From a dataset of Full USPTO retrosynthesis dataset with 1.9M reactions from patents (1976-2016). Predict the reactants needed to synthesize the given product. (1) The reactants are: [Cl:1][C:2]1[CH:7]=[CH:6][CH:5]=[C:4]([C:8](=O)[CH3:9])[N:3]=1.Cl.[CH3:12][O:13][NH2:14].Cl.C(=O)([O-])O.[Na+]. Given the product [CH3:12][O:13][N:14]=[C:8]([C:4]1[N:3]=[C:2]([Cl:1])[CH:7]=[CH:6][CH:5]=1)[CH3:9], predict the reactants needed to synthesize it. (2) Given the product [F:1][C:2]1[C:3]2[NH:16][S:17](=[O:19])(=[O:18])[N:8]([C:9]3[CH:14]=[CH:13][CH:12]=[CH:11][C:10]=3[F:15])[C:4]=2[CH:5]=[CH:6][CH:7]=1, predict the reactants needed to synthesize it. The reactants are: [F:1][C:2]1[CH:7]=[CH:6][CH:5]=[C:4]([NH:8][C:9]2[CH:14]=[CH:13][CH:12]=[CH:11][C:10]=2[F:15])[C:3]=1[NH2:16].[S:17](N)(N)(=[O:19])=[O:18].S(C1NC=CN=1)(C1NC=CN=1)(=O)=O.